From a dataset of Reaction yield outcomes from USPTO patents with 853,638 reactions. Predict the reaction yield, written as a fraction of the theoretical maximum amount of product (1.0 means a 100% yield; for example, 0.34 means a 34% yield). (1) The reactants are [Cl:1][C:2]1[CH:7]=[CH:6][C:5]([O:8][C:9]2[CH:16]=[CH:15][C:14]([CH:17]=[CH2:18])=[CH:13][C:10]=2[C:11]#[N:12])=[CH:4][C:3]=1[C:19]([F:22])([F:21])[F:20].B1C2CCCC1CCC2.[OH2:32].[OH-].[Na+].OO. The catalyst is C1COCC1. The product is [Cl:1][C:2]1[CH:7]=[CH:6][C:5]([O:8][C:9]2[CH:16]=[CH:15][C:14]([CH2:17][CH2:18][OH:32])=[CH:13][C:10]=2[C:11]#[N:12])=[CH:4][C:3]=1[C:19]([F:20])([F:21])[F:22]. The yield is 0.474. (2) The reactants are [NH2:1][C:2]1[C:3]([CH3:16])=[C:4]([CH:9]=[C:10]([C:12]([F:15])([F:14])[F:13])[CH:11]=1)[C:5]([O:7][CH3:8])=[O:6].[CH2:17]([N:24]1[C@@H:29]([CH3:30])[CH2:28][C:27](=O)[CH2:26][C@H:25]1[CH3:32])[C:18]1[CH:23]=[CH:22][CH:21]=[CH:20][CH:19]=1.C(O)(=O)C.C(O[BH-](OC(=O)C)OC(=O)C)(=O)C.[Na+]. The catalyst is C(Cl)(Cl)Cl. The product is [CH2:17]([N:24]1[C@@H:29]([CH3:30])[CH2:28][CH:27]([NH:1][C:2]2[C:3]([CH3:16])=[C:4]([CH:9]=[C:10]([C:12]([F:13])([F:14])[F:15])[CH:11]=2)[C:5]([O:7][CH3:8])=[O:6])[CH2:26][C@H:25]1[CH3:32])[C:18]1[CH:23]=[CH:22][CH:21]=[CH:20][CH:19]=1. The yield is 0.620. (3) The reactants are Cl[CH2:2][C:3]1[NH:12][C:11](=[O:13])[C:10]2[C:5](=[CH:6][CH:7]=[CH:8][CH:9]=2)[N:4]=1.[CH2:14]([N:21]1[CH2:26][CH2:25][NH:24][CH2:23][CH2:22]1)[C:15]1[CH:20]=[CH:19][CH:18]=[CH:17][CH:16]=1.C(=O)([O-])[O-].[K+].[K+]. The catalyst is C(O)C. The product is [CH2:14]([N:21]1[CH2:26][CH2:25][N:24]([CH2:2][C:3]2[NH:12][C:11](=[O:13])[C:10]3[C:5](=[CH:6][CH:7]=[CH:8][CH:9]=3)[N:4]=2)[CH2:23][CH2:22]1)[C:15]1[CH:16]=[CH:17][CH:18]=[CH:19][CH:20]=1. The yield is 0.960. (4) The reactants are [NH2:1][C@@H:2]([C:7]([OH:9])=[O:8])[C:3]([SH:6])([CH3:5])[CH3:4].[OH-].[Na+].Br[CH2:13][CH2:14][OH:15].C(=O)([O-])[O-].[Na+].[Na+].[C:22]([O:26][C:27]1[CH:32]=[CH:31][C:30]([S:33](Cl)(=[O:35])=[O:34])=[CH:29][CH:28]=1)#[C:23][CH2:24][CH3:25]. The catalyst is CO.CN(C=O)C. The product is [CH2:22]([O:26][C:27]1[CH:32]=[CH:31][C:30]([S:33]([NH:1][C@H:2]([C:7]([OH:9])=[O:8])[C:3]([S:6][CH2:13][CH2:14][OH:15])([CH3:5])[CH3:4])(=[O:35])=[O:34])=[CH:29][CH:28]=1)[C:23]#[C:24][CH3:25]. The yield is 0.896. (5) The reactants are [OH-].[Na+].[Cl:3][C:4]1[N:9]=[C:8]([N:10]2[CH2:15][CH2:14][O:13][CH2:12][C@H:11]2[CH3:16])[CH:7]=[C:6]([CH2:17][S:18]([CH3:21])(=[O:20])=[O:19])[N:5]=1.Br[CH2:23][CH2:24]Br.CCOC(C)=O. The catalyst is [Br-].C([N+](CCCC)(CCCC)CCCC)CCC.C1(C)C=CC=CC=1. The product is [Cl:3][C:4]1[N:9]=[C:8]([N:10]2[CH2:15][CH2:14][O:13][CH2:12][C@H:11]2[CH3:16])[CH:7]=[C:6]([C:17]2([S:18]([CH3:21])(=[O:20])=[O:19])[CH2:24][CH2:23]2)[N:5]=1. The yield is 0.730. (6) The reactants are [O:1]1[C:5]([C:6]([NH:8][C:9]2[CH:14]=[CH:13][CH:12]=[C:11]([C:15]3[C:23]4[C:18](=[CH:19][CH:20]=[C:21]([C:24]5[N:28]=[CH:27][N:26](C(C6C=CC=CC=6)(C6C=CC=CC=6)C6C=CC=CC=6)[N:25]=5)[CH:22]=4)[N:17](C4CCCCO4)[N:16]=3)[CH:10]=2)=[O:7])=[CH:4][CH:3]=[N:2]1. The catalyst is Cl.O1CCOCC1. The product is [NH:26]1[CH:27]=[N:28][C:24]([C:21]2[CH:22]=[C:23]3[C:18](=[CH:19][CH:20]=2)[NH:17][N:16]=[C:15]3[C:11]2[CH:10]=[C:9]([NH:8][C:6]([C:5]3[O:1][N:2]=[CH:3][CH:4]=3)=[O:7])[CH:14]=[CH:13][CH:12]=2)=[N:25]1. The yield is 0.0500. (7) The reactants are [Cl:1][C:2]1[CH:7]=[CH:6][N:5]=[C:4]([N:8]2[CH2:20][CH2:19][N:11]3[C:12]4[CH2:13][CH2:14][CH2:15][CH2:16][C:17]=4[CH:18]=[C:10]3[C:9]2=[O:21])[C:3]=1[CH2:22][OH:23].C(N(CC)CC)C.[C:31](Cl)(=[O:33])[CH3:32]. The catalyst is ClCCl. The product is [C:31]([O:23][CH2:22][C:3]1[C:4]([N:8]2[CH2:20][CH2:19][N:11]3[C:12]4[CH2:13][CH2:14][CH2:15][CH2:16][C:17]=4[CH:18]=[C:10]3[C:9]2=[O:21])=[N:5][CH:6]=[CH:7][C:2]=1[Cl:1])(=[O:33])[CH3:32]. The yield is 0.940. (8) The reactants are [NH2:1][C:2]1[CH:23]=[CH:22][C:5]([O:6][C:7]2[CH:12]=[CH:11][N:10]=[C:9]([NH:13][C:14]([N:16]3[CH2:21][CH2:20][O:19][CH2:18][CH2:17]3)=[O:15])[CH:8]=2)=[C:4]([F:24])[CH:3]=1.[C:25]1([CH2:31][C:32]([N:34]=[C:35]=[S:36])=[O:33])[CH:30]=[CH:29][CH:28]=[CH:27][CH:26]=1. The catalyst is CN(C)C=O.C(OCC)C. The product is [F:24][C:4]1[CH:3]=[C:2]([NH:1][C:35]([NH:34][C:32](=[O:33])[CH2:31][C:25]2[CH:26]=[CH:27][CH:28]=[CH:29][CH:30]=2)=[S:36])[CH:23]=[CH:22][C:5]=1[O:6][C:7]1[CH:12]=[CH:11][N:10]=[C:9]([NH:13][C:14]([N:16]2[CH2:17][CH2:18][O:19][CH2:20][CH2:21]2)=[O:15])[CH:8]=1. The yield is 0.290.